Task: Predict the product of the given reaction.. Dataset: Forward reaction prediction with 1.9M reactions from USPTO patents (1976-2016) The product is: [N:37]1[CH:38]=[CH:39][CH:40]=[C:35]([O:34][CH2:61][CH2:60][CH2:59][N:52]2[C:53]3[C:58](=[CH:57][CH:56]=[CH:55][CH:54]=3)[C:50]([C:48]3[NH:47][C:43]4=[N:44][CH:45]=[CH:46][N:41]=[C:42]4[CH:49]=3)=[CH:51]2)[CH:36]=1. Given the reactants CC(OC(/N=N/C(OC(C)C)=O)=O)C.C1(P(C2C=CC=CC=2)C2C=CC=CC=2)C=CC=CC=1.[OH:34][C:35]1[CH:36]=[N:37][CH:38]=[CH:39][CH:40]=1.[N:41]1[CH:46]=[CH:45][N:44]=[C:43]2[NH:47][C:48]([C:50]3[C:58]4[C:53](=[CH:54][CH:55]=[CH:56][CH:57]=4)[N:52]([CH2:59][CH2:60][CH2:61]O)[CH:51]=3)=[CH:49][C:42]=12, predict the reaction product.